Dataset: NCI-60 drug combinations with 297,098 pairs across 59 cell lines. Task: Regression. Given two drug SMILES strings and cell line genomic features, predict the synergy score measuring deviation from expected non-interaction effect. (1) Drug 2: CCN(CC)CCNC(=O)C1=C(NC(=C1C)C=C2C3=C(C=CC(=C3)F)NC2=O)C. Cell line: CCRF-CEM. Drug 1: CC1=C2C(C(=O)C3(C(CC4C(C3C(C(C2(C)C)(CC1OC(=O)C(C(C5=CC=CC=C5)NC(=O)OC(C)(C)C)O)O)OC(=O)C6=CC=CC=C6)(CO4)OC(=O)C)OC)C)OC. Synergy scores: CSS=44.6, Synergy_ZIP=6.68, Synergy_Bliss=3.38, Synergy_Loewe=-47.0, Synergy_HSA=1.86. (2) Drug 1: CC(C)(C#N)C1=CC(=CC(=C1)CN2C=NC=N2)C(C)(C)C#N. Drug 2: C(CN)CNCCSP(=O)(O)O. Cell line: MDA-MB-435. Synergy scores: CSS=-4.65, Synergy_ZIP=-2.17, Synergy_Bliss=-11.3, Synergy_Loewe=-9.59, Synergy_HSA=-11.0. (3) Drug 1: CCCS(=O)(=O)NC1=C(C(=C(C=C1)F)C(=O)C2=CNC3=C2C=C(C=N3)C4=CC=C(C=C4)Cl)F. Drug 2: CN(C)N=NC1=C(NC=N1)C(=O)N. Cell line: NCI/ADR-RES. Synergy scores: CSS=-1.71, Synergy_ZIP=0.365, Synergy_Bliss=-0.787, Synergy_Loewe=-2.88, Synergy_HSA=-2.62. (4) Drug 1: C1=NC2=C(N=C(N=C2N1C3C(C(C(O3)CO)O)F)Cl)N. Cell line: RXF 393. Synergy scores: CSS=2.19, Synergy_ZIP=-0.854, Synergy_Bliss=1.01, Synergy_Loewe=-0.870, Synergy_HSA=0.753. Drug 2: CC1=C(C(=CC=C1)Cl)NC(=O)C2=CN=C(S2)NC3=CC(=NC(=N3)C)N4CCN(CC4)CCO. (5) Drug 1: CC(C1=C(C=CC(=C1Cl)F)Cl)OC2=C(N=CC(=C2)C3=CN(N=C3)C4CCNCC4)N. Drug 2: CCCS(=O)(=O)NC1=C(C(=C(C=C1)F)C(=O)C2=CNC3=C2C=C(C=N3)C4=CC=C(C=C4)Cl)F. Cell line: NCI/ADR-RES. Synergy scores: CSS=-2.61, Synergy_ZIP=0.938, Synergy_Bliss=-2.57, Synergy_Loewe=-2.68, Synergy_HSA=-4.49. (6) Drug 1: CC(CN1CC(=O)NC(=O)C1)N2CC(=O)NC(=O)C2. Drug 2: CC(C1=C(C=CC(=C1Cl)F)Cl)OC2=C(N=CC(=C2)C3=CN(N=C3)C4CCNCC4)N. Cell line: RXF 393. Synergy scores: CSS=9.79, Synergy_ZIP=-4.72, Synergy_Bliss=-3.63, Synergy_Loewe=-1.98, Synergy_HSA=-2.36. (7) Drug 1: COC1=CC(=CC(=C1O)OC)C2C3C(COC3=O)C(C4=CC5=C(C=C24)OCO5)OC6C(C(C7C(O6)COC(O7)C8=CC=CS8)O)O. Drug 2: C(CC(=O)O)C(=O)CN.Cl. Cell line: 786-0. Synergy scores: CSS=17.5, Synergy_ZIP=-2.15, Synergy_Bliss=-3.28, Synergy_Loewe=-14.1, Synergy_HSA=-0.537.